From a dataset of Catalyst prediction with 721,799 reactions and 888 catalyst types from USPTO. Predict which catalyst facilitates the given reaction. (1) Reactant: F[C:2]1[CH:7]=[CH:6][C:5]([N+:8]([O-])=O)=[CH:4][CH:3]=1.C([O-])([O-])=O.[K+].[K+].[NH:17]1[CH2:22][CH2:21][CH:20]([OH:23])[CH2:19][CH2:18]1.O. Product: [NH2:8][C:5]1[CH:6]=[CH:7][C:2]([N:17]2[CH2:22][CH2:21][CH:20]([OH:23])[CH2:19][CH2:18]2)=[CH:3][CH:4]=1. The catalyst class is: 16. (2) Reactant: [H-].[Li+].[OH:3][CH2:4][C:5]1[CH:10]=[C:9]([CH3:11])[N:8]=[C:7]([O:12][C@@H:13]([C:18]([O:31][CH3:32])([C:25]2[CH:30]=[CH:29][CH:28]=[CH:27][CH:26]=2)[C:19]2[CH:24]=[CH:23][CH:22]=[CH:21][CH:20]=2)[C:14]([O:16][CH3:17])=[O:15])[N:6]=1.[CH2:33](Br)[C:34]1[CH:39]=[CH:38][CH:37]=[CH:36][CH:35]=1. Product: [CH2:33]([O:3][CH2:4][C:5]1[CH:10]=[C:9]([CH3:11])[N:8]=[C:7]([O:12][C@@H:13]([C:18]([O:31][CH3:32])([C:25]2[CH:26]=[CH:27][CH:28]=[CH:29][CH:30]=2)[C:19]2[CH:20]=[CH:21][CH:22]=[CH:23][CH:24]=2)[C:14]([O:16][CH3:17])=[O:15])[N:6]=1)[C:34]1[CH:39]=[CH:38][CH:37]=[CH:36][CH:35]=1. The catalyst class is: 213.